Dataset: Retrosynthesis with 50K atom-mapped reactions and 10 reaction types from USPTO. Task: Predict the reactants needed to synthesize the given product. Given the product COCC(=O)N1CCc2nc(-c3nc4c(OC)ccc(N5CCOCC5)c4s3)[nH]c2CC1, predict the reactants needed to synthesize it. The reactants are: COCC(=O)Cl.COc1ccc(N2CCOCC2)c2sc(-c3nc4c([nH]3)CCNCC4)nc12.